Dataset: Catalyst prediction with 721,799 reactions and 888 catalyst types from USPTO. Task: Predict which catalyst facilitates the given reaction. (1) Reactant: Br[C:2]1[C:3](Cl)=[N:4][CH:5]=[C:6]([CH:21]=1)[C:7]([NH:9][C:10]1[CH:15]=[CH:14][C:13]([O:16][C:17]([F:20])([F:19])[F:18])=[CH:12][CH:11]=1)=[O:8].[N:23]1[CH:28]=[C:27](B(O)O)[CH:26]=[N:25][CH:24]=1.[C:32]([O-:35])([O-])=O.[Na+].[Na+]. Product: [OH:35][C@@H:32]1[CH2:2][CH2:3][N:4]([C:3]2[C:2]([C:27]3[CH:28]=[N:23][CH:24]=[N:25][CH:26]=3)=[CH:21][C:6]([C:7]([NH:9][C:10]3[CH:15]=[CH:14][C:13]([O:16][C:17]([F:20])([F:19])[F:18])=[CH:12][CH:11]=3)=[O:8])=[CH:5][N:4]=2)[CH2:5]1. The catalyst class is: 235. (2) Reactant: [CH3:1][C:2]1[CH:3]=[CH:4][C:5]2[C:9]3([CH2:13][CH2:12][CH2:11][CH2:10]3)[O:8][B:7]([OH:14])[C:6]=2[CH:15]=1.C1C(=O)N([Br:23])C(=O)C1. Product: [Br:23][CH2:1][C:2]1[CH:3]=[CH:4][C:5]2[C:9]3([CH2:13][CH2:12][CH2:11][CH2:10]3)[O:8][B:7]([OH:14])[C:6]=2[CH:15]=1. The catalyst class is: 53.